From a dataset of Peptide-MHC class II binding affinity with 134,281 pairs from IEDB. Regression. Given a peptide amino acid sequence and an MHC pseudo amino acid sequence, predict their binding affinity value. This is MHC class II binding data. (1) The peptide sequence is RVDGLELKKLGEVSW. The MHC is HLA-DQA10501-DQB10402 with pseudo-sequence HLA-DQA10501-DQB10402. The binding affinity (normalized) is 0.341. (2) The peptide sequence is LLEFAVVLELAILSI. The MHC is DRB1_1201 with pseudo-sequence DRB1_1201. The binding affinity (normalized) is 0.0771. (3) The peptide sequence is QGSEQLEFVRKCAKK. The MHC is DRB1_0101 with pseudo-sequence DRB1_0101. The binding affinity (normalized) is 0.329. (4) The peptide sequence is GELQIVDKIDAAWKI. The MHC is DRB1_1201 with pseudo-sequence DRB1_1201. The binding affinity (normalized) is 0.565.